From a dataset of Reaction yield outcomes from USPTO patents with 853,638 reactions. Predict the reaction yield, written as a fraction of the theoretical maximum amount of product (1.0 means a 100% yield; for example, 0.34 means a 34% yield). (1) The yield is 0.0250. No catalyst specified. The product is [NH3:1].[CH2:61]([Cl:63])[Cl:62].[CH3:15][CH:16]1[CH2:21][CH2:20][CH2:19][CH2:18][N:17]1[CH2:22][CH2:23][CH2:24][O:14][C:11]1[CH:10]=[CH:9][C:8]([CH2:7][N:1]2[CH2:6][CH2:5][CH2:4][CH2:3][CH2:2]2)=[CH:13][CH:12]=1. The reactants are [N:1]1([CH2:7][C:8]2[CH:13]=[CH:12][C:11]([OH:14])=[CH:10][CH:9]=2)[CH2:6][CH2:5][CH2:4][CH2:3][CH2:2]1.[CH3:15][CH:16]1[CH2:21][CH2:20][CH2:19][CH2:18][N:17]1[CH2:22][CH2:23][CH2:24]O.C1(P(C2C=CC=CC=2)C2C=CC=CC=2)C=CC=CC=1.CC(OC(/N=N/C(OC(C)(C)C)=O)=O)(C)C.[CH2:61]([Cl:63])[Cl:62]. (2) The reactants are [N+:1]([C:4]1[CH:12]=[CH:11]C=C2[C:5]=1[CH:6]=[CH:7]N2)([O-:3])=[O:2].[CH3:13][N:14]([CH:16]=[O:17])C.C[OH:19]. No catalyst specified. The product is [CH:11]([C:12]1[C:4]([N+:1]([O-:3])=[O:2])=[CH:5][CH:6]=[CH:7][C:13]=1[NH:14][CH:16]=[O:17])=[O:19]. The yield is 0.550. (3) The reactants are [NH2:1][C:2]1[N:7]([CH3:8])[C:6](=[O:9])[N:5]([CH2:10][C:11]2[CH:16]=[CH:15][C:14]([O:17][CH3:18])=[CH:13][CH:12]=2)[C:4](=[O:19])[C:3]=1[NH:20][C:21](=O)[CH2:22][C:23]1[CH:28]=[CH:27][CH:26]=[C:25]([O:29][C:30]([F:33])([F:32])[F:31])[CH:24]=1.[OH-].[Na+].[Cl-].[NH4+]. The catalyst is C(O)C. The product is [CH3:18][O:17][C:14]1[CH:15]=[CH:16][C:11]([CH2:10][N:5]2[C:4](=[O:19])[C:3]3[NH:20][C:21]([CH2:22][C:23]4[CH:28]=[CH:27][CH:26]=[C:25]([O:29][C:30]([F:33])([F:32])[F:31])[CH:24]=4)=[N:1][C:2]=3[N:7]([CH3:8])[C:6]2=[O:9])=[CH:12][CH:13]=1. The yield is 0.891. (4) The reactants are [N-]=[N+]=[N-].[N:4]([C:7]1([CH3:18])[C:16]2[C:11](=[CH:12][CH:13]=[C:14]([I:17])[CH:15]=2)[O:10][CH:9]=[CH:8]1)=[N+]=[N-].CP(C)C.O. The catalyst is C1COCC1. The product is [I:17][C:14]1[CH:15]=[C:16]2[C:11](=[CH:12][CH:13]=1)[O:10][CH:9]=[CH:8][C:7]2([CH3:18])[NH2:4]. The yield is 0.910. (5) The product is [C:1]([O:5][C:6]([NH:8][C@@H:9]([C@H:22]([CH3:30])[CH2:23][CH:24]([CH3:29])[CH2:25][CH2:26][CH:27]=[CH2:28])[C:10]([N:12]1[CH2:16][C@H:15]([OH:17])[CH2:14][C@H:13]1[C:18]([OH:20])=[O:19])=[O:11])=[O:7])([CH3:4])([CH3:3])[CH3:2]. The catalyst is C1COCC1.O. The reactants are [C:1]([O:5][C:6]([NH:8][C@@H:9]([C@H:22]([CH3:30])[CH2:23][CH:24]([CH3:29])[CH2:25][CH2:26][CH:27]=[CH2:28])[C:10]([N:12]1[CH2:16][C@H:15]([OH:17])[CH2:14][C@H:13]1[C:18]([O:20]C)=[O:19])=[O:11])=[O:7])([CH3:4])([CH3:3])[CH3:2].CO.[Li+].[OH-]. The yield is 1.15.